Dataset: Forward reaction prediction with 1.9M reactions from USPTO patents (1976-2016). Task: Predict the product of the given reaction. (1) Given the reactants C[O:2][C:3](=[O:23])[C@@H:4]([N:9]1[CH2:13][C:12]([O:14][C:15]2[CH:20]=[CH:19][CH:18]=[CH:17][C:16]=2[Cl:21])=[CH:11][C:10]1=[O:22])[CH2:5][CH2:6][S:7][CH3:8].O1CCCC1.O.[OH-].[Li+], predict the reaction product. The product is: [Cl:21][C:16]1[CH:17]=[CH:18][CH:19]=[CH:20][C:15]=1[O:14][C:12]1[CH2:13][N:9]([C@@H:4]([CH2:5][CH2:6][S:7][CH3:8])[C:3]([OH:23])=[O:2])[C:10](=[O:22])[CH:11]=1. (2) Given the reactants [Br:1][C:2]1[CH:3]=[C:4]([N+:13]([O-:15])=[O:14])[C:5]([OH:12])=[C:6]([CH:11]=1)[C:7]([O:9][CH3:10])=[O:8].Br[CH2:17][C:18]([O:20][CH3:21])=[O:19], predict the reaction product. The product is: [Br:1][C:2]1[CH:3]=[C:4]([N+:13]([O-:15])=[O:14])[C:5]([O:12][CH2:17][C:18]([O:20][CH3:21])=[O:19])=[C:6]([CH:11]=1)[C:7]([O:9][CH3:10])=[O:8]. (3) Given the reactants [CH3:1][C:2]1[C:7]([C:8]([OH:10])=[O:9])=[CH:6][N:5]=[CH:4][CH:3]=1.C([N-]C(C)C)(C)C.[Li+].C([Li])CCC.C(NC(C)C)(C)C.C1C[O:34][CH2:33][CH2:32]1, predict the reaction product. The product is: [O:34]=[C:33]([CH3:32])[CH2:1][C:2]1[C:7]([C:8]([OH:10])=[O:9])=[CH:6][N:5]=[CH:4][CH:3]=1. (4) Given the reactants [CH3:1][O:2][C:3]1[CH:4]=[C:5]2[C:9](=[CH:10][CH:11]=1)[NH:8][CH:7]=[CH:6]2.[Cl-].[CH:13](=[N+:20]([CH3:22])[CH3:21])[C:14]1[CH:19]=[CH:18][CH:17]=[CH:16][CH:15]=1, predict the reaction product. The product is: [CH3:1][O:2][C:3]1[CH:4]=[C:5]2[C:9](=[CH:10][CH:11]=1)[NH:8][CH:7]=[C:6]2[CH:13]([N:20]([CH3:22])[CH3:21])[C:14]1[CH:19]=[CH:18][CH:17]=[CH:16][CH:15]=1. (5) Given the reactants [CH3:1][C:2]1([CH3:13])[C:11]2[C:6](=[CH:7][C:8]([NH2:12])=[CH:9][CH:10]=2)[CH2:5][NH:4][CH2:3]1.Cl[C:15]1[N:20]=[C:19]2[N:21]([CH3:35])[C:22](=[O:34])[N:23]([C:26]3[C:31]([Cl:32])=[CH:30][CH:29]=[CH:28][C:27]=3[Cl:33])[C:24](=[NH:25])[C:18]2=[CH:17][N:16]=1.ClC1N=C2NC(=O)N(C3C(Cl)=CC=CC=3Cl)C(=N)C2=CN=1, predict the reaction product. The product is: [Cl:32][C:31]1[CH:30]=[CH:29][CH:28]=[C:27]([Cl:33])[C:26]=1[N:23]1[C:24](=[NH:25])[C:18]2[C:19](=[N:20][C:15]([NH:12][C:8]3[CH:7]=[C:6]4[C:11]([C:2]([CH3:13])([CH3:1])[CH2:3][NH:4][CH2:5]4)=[CH:10][CH:9]=3)=[N:16][CH:17]=2)[N:21]([CH3:35])[C:22]1=[O:34]. (6) Given the reactants [N+](C1C(N2CCC(=CC#C)CC2)=NC=CC=1)([O-])=O.[CH3:19][C:20]1[N:25]=[C:24]([N:26]2[CH2:31][CH2:30][C:29](=[CH:32][C:33]#[C:34][Si](C)(C)C)[CH2:28][CH2:27]2)[C:23]([N+:39]([O-:41])=[O:40])=[CH:22][CH:21]=1, predict the reaction product. The product is: [CH3:19][C:20]1[N:25]=[C:24]([N:26]2[CH2:31][CH2:30][C:29](=[CH:32][C:33]#[CH:34])[CH2:28][CH2:27]2)[C:23]([N+:39]([O-:41])=[O:40])=[CH:22][CH:21]=1. (7) Given the reactants [CH3:1][O:2][C:3]([C:5]1[CH:6]=[C:7]([F:24])[CH:8]=[C:9]2[C:14]=1[NH:13][CH:12]([C:15]1[CH:20]=[CH:19][CH:18]=[C:17](Br)[CH:16]=1)[C:11]([CH3:23])([CH3:22])[CH2:10]2)=[O:4].C(=O)([O-])[O-].[Cs+].[Cs+].Cl.[C:32]1([CH3:44])[CH:37]=[CH:36][CH:35]=[CH:34][C:33]=1[N:38]1[CH2:43][CH2:42][NH:41][CH2:40][CH2:39]1, predict the reaction product. The product is: [CH3:1][O:2][C:3]([C:5]1[CH:6]=[C:7]([F:24])[CH:8]=[C:9]2[C:14]=1[NH:13][CH:12]([C:15]1[CH:20]=[CH:19][CH:18]=[C:17]([N:41]3[CH2:42][CH2:43][N:38]([C:33]4[CH:34]=[CH:35][CH:36]=[CH:37][C:32]=4[CH3:44])[CH2:39][CH2:40]3)[CH:16]=1)[C:11]([CH3:23])([CH3:22])[CH2:10]2)=[O:4].